This data is from Full USPTO retrosynthesis dataset with 1.9M reactions from patents (1976-2016). The task is: Predict the reactants needed to synthesize the given product. (1) Given the product [CH3:1][CH:2]1[CH2:11][C:10](=[O:12])[CH2:9][CH2:8][C:3]21[O:4][CH2:5][CH2:6][O:7]2, predict the reactants needed to synthesize it. The reactants are: [CH3:1][CH:2]1[CH2:11][CH:10]([OH:12])[CH2:9][CH2:8][C:3]21[O:7][CH2:6][CH2:5][O:4]2. (2) The reactants are: [CH2:1]([O:8][C:9]1[N:13]([CH3:14])[N:12]=[C:11]([C:15]([O:17]C)=[O:16])[CH:10]=1)[C:2]1[CH:7]=[CH:6][CH:5]=[CH:4][CH:3]=1.[OH-].[Na+]. Given the product [CH2:1]([O:8][C:9]1[N:13]([CH3:14])[N:12]=[C:11]([C:15]([OH:17])=[O:16])[CH:10]=1)[C:2]1[CH:3]=[CH:4][CH:5]=[CH:6][CH:7]=1, predict the reactants needed to synthesize it. (3) Given the product [NH2:20][CH:2]1[CH2:7][CH2:6][C:5]([C:10]2[CH:15]=[CH:14][CH:13]=[CH:12][CH:11]=2)([C:8]#[N:9])[CH2:4][CH2:3]1, predict the reactants needed to synthesize it. The reactants are: O=[C:2]1[CH2:7][CH2:6][C:5]([C:10]2[CH:15]=[CH:14][CH:13]=[CH:12][CH:11]=2)([C:8]#[N:9])[CH2:4][CH2:3]1.CC([O-])=O.[NH4+:20]. (4) Given the product [CH2:14]([O:15][CH2:27][CH2:28][CH2:29][CH3:24])[CH2:13][CH2:12][CH3:11], predict the reactants needed to synthesize it. The reactants are: C(O)(=O)C=C.C(O)(=O)CC.[C:11]1(=O)O[C:14](=[O:15])[CH:13]=[CH:12]1.[CH:28]1[C:27]2N[C:29]3[C:24](=CC=[CH:27][CH:28]=3)SC=2C=[CH:24][CH:29]=1.C(OCCCC)(=O)C=C. (5) Given the product [NH2:33][C:10]1[C:9]([OH:8])=[C:14]([NH2:15])[N:13]=[C:12]([C:16]2[C:24]3[C:19](=[N:20][CH:21]=[CH:22][CH:23]=3)[N:18]([CH2:25][C:26]3[CH:31]=[CH:30][CH:29]=[CH:28][C:27]=3[F:32])[N:17]=2)[N:11]=1, predict the reactants needed to synthesize it. The reactants are: [Si]([O:8][C:9]1[C:10]([NH2:33])=[N:11][C:12]([C:16]2[C:24]3[C:19](=[N:20][CH:21]=[CH:22][CH:23]=3)[N:18]([CH2:25][C:26]3[CH:31]=[CH:30][CH:29]=[CH:28][C:27]=3[F:32])[N:17]=2)=[N:13][C:14]=1[NH2:15])(C(C)(C)C)(C)C.Cl. (6) Given the product [Cl:2][C:3]1[CH:4]=[C:5]2[C:10](=[CH:11][CH:12]=1)[CH:9]=[C:8]([S:13]([N:16]1[CH2:17][CH2:18][N:19]([C:23]3[CH:24]=[CH:25][C:26]4[N:27]([C:29]([C:32]([F:33])([F:35])[F:34])=[N:30][N:31]=4)[N:28]=3)[CH2:20][CH2:21]1)(=[O:14])=[O:15])[CH:7]=[CH:6]2, predict the reactants needed to synthesize it. The reactants are: Cl.[Cl:2][C:3]1[CH:4]=[C:5]2[C:10](=[CH:11][CH:12]=1)[CH:9]=[C:8]([S:13]([N:16]1[CH2:21][CH2:20][NH:19][CH2:18][CH2:17]1)(=[O:15])=[O:14])[CH:7]=[CH:6]2.Cl[C:23]1[CH:24]=[CH:25][C:26]2[N:27]([C:29]([C:32]([F:35])([F:34])[F:33])=[N:30][N:31]=2)[N:28]=1. (7) Given the product [C:41]([C@@H:39]([C@H:37]([C:36]([OH:45])=[O:44])[OH:38])[OH:40])([OH:43])=[O:42].[F:2][C:3]1[CH:8]=[CH:7][CH:6]=[CH:5][C:4]=1[N:9]1[C:17]2[C:12](=[CH:13][CH:14]=[CH:15][CH:16]=2)[C:11]([O:18][CH:19]2[CH2:24][CH2:23][NH:22][CH2:21][CH2:20]2)=[N:10]1.[C:41]([C@@H:39]([C@H:37]([C:36]([OH:45])=[O:44])[OH:38])[OH:40])([OH:43])=[O:42], predict the reactants needed to synthesize it. The reactants are: Cl.[F:2][C:3]1[CH:8]=[CH:7][CH:6]=[CH:5][C:4]=1[N:9]1[C:17]2[C:12](=[CH:13][CH:14]=[CH:15][CH:16]=2)[C:11]([O:18][CH:19]2[CH2:24][CH2:23][NH:22][CH2:21][CH2:20]2)=[N:10]1.C(=O)([O-])[O-].[Na+].[Na+].CCOCC.[C:36]([OH:45])(=[O:44])[C@@H:37]([C@H:39]([C:41]([OH:43])=[O:42])[OH:40])[OH:38].